From a dataset of Full USPTO retrosynthesis dataset with 1.9M reactions from patents (1976-2016). Predict the reactants needed to synthesize the given product. (1) The reactants are: Cl[C:2]1[N:7]=[CH:6][N:5]=[C:4]([NH:8][C:9]2[CH:14]=[CH:13][CH:12]=[C:11]([NH2:15])[N:10]=2)[CH:3]=1.[Cl:16][C:17]1[CH:18]=[C:19]([CH:21]=[CH:22][C:23]=1[F:24])[NH2:20]. Given the product [NH2:15][C:11]1[N:10]=[C:9]([NH:8][C:4]2[CH:3]=[C:2]([NH:20][C:19]3[CH:21]=[CH:22][C:23]([F:24])=[C:17]([Cl:16])[CH:18]=3)[N:7]=[CH:6][N:5]=2)[CH:14]=[CH:13][CH:12]=1, predict the reactants needed to synthesize it. (2) The reactants are: [C:1]([Si:5]([CH3:28])([CH3:27])[O:6][C@H:7]([CH3:26])[CH2:8][N:9]1[C:17]2[C:12](=[CH:13][CH:14]=[C:15]3[O:21][CH2:20][C@H:19]([O:22][CH2:23][CH2:24]O)[CH2:18][C:16]3=2)[CH:11]=[N:10]1)([CH3:4])([CH3:3])[CH3:2].C(N(CC)CC)C.CS(OS(C)(=O)=O)(=O)=O.[N-:45]=[N+:46]=[N-:47].[Na+]. Given the product [N:45]([CH2:24][CH2:23][O:22][C@H:19]1[CH2:20][O:21][C:15]2=[CH:14][CH:13]=[C:12]3[C:17]([N:9]([CH2:8][C@H:7]([O:6][Si:5]([C:1]([CH3:4])([CH3:3])[CH3:2])([CH3:27])[CH3:28])[CH3:26])[N:10]=[CH:11]3)=[C:16]2[CH2:18]1)=[N+:46]=[N-:47], predict the reactants needed to synthesize it. (3) Given the product [Cl:1][C:2]1[N:7]=[C:6]([OH:8])[C:5]([N+:11]([O-:13])=[O:12])=[C:4]([OH:9])[C:3]=1[CH3:10], predict the reactants needed to synthesize it. The reactants are: [Cl:1][C:2]1[N:7]=[C:6]([OH:8])[CH:5]=[C:4]([OH:9])[C:3]=1[CH3:10].[N+:11]([O-])([OH:13])=[O:12]. (4) The reactants are: [CH3:1][O:2][C:3](=[O:17])[C:4]1[C:9]([N:10]2[C:14](=[O:15])[NH:13][N:12]=[N:11]2)=[CH:8][CH:7]=[CH:6][C:5]=1[CH3:16].[CH3:18]N(C)C=O.C(=O)([O-])[O-].[K+].[K+].S(OC)(OC)(=O)=O. Given the product [CH3:1][O:2][C:3](=[O:17])[C:4]1[C:9]([N:10]2[C:14](=[O:15])[N:13]([CH3:18])[N:12]=[N:11]2)=[CH:8][CH:7]=[CH:6][C:5]=1[CH3:16], predict the reactants needed to synthesize it. (5) Given the product [NH2:1][C:2]1[N:10]=[C:9]2[C:5]([N:6]=[CH:7][N:8]2[C@H:11]2[C@:15]3([CH3:20])[O:16][C:17](=[O:19])[O:18][C@@H:14]3[C@@H:13]([CH2:21][O:22][P:23]([O:34][C:35]3[CH:40]=[CH:39][CH:38]=[CH:37][C:36]=3[CH2:41][CH2:42][C:43]([O:45][CH:46]([CH3:48])[CH3:47])=[O:44])([NH:25][C@@H:26]([CH3:33])[C:27]([O:29][CH:30]([CH3:32])[CH3:31])=[O:28])=[O:24])[O:12]2)=[C:4]([NH2:50])[N:3]=1, predict the reactants needed to synthesize it. The reactants are: [NH2:1][C:2]1[N:10]=[C:9]2[C:5]([N:6]=[CH:7][N:8]2[C@H:11]2[C@:15]3([CH3:20])[O:16][C:17](=[O:19])[O:18][C@@H:14]3[C@@H:13]([CH2:21][O:22][P:23]([O:34][C:35]3[CH:40]=[CH:39][CH:38]=[CH:37][C:36]=3[CH2:41][CH2:42][C:43]([O:45][CH:46]([CH3:48])[CH3:47])=[O:44])([NH:25][C@@H:26]([CH3:33])[C:27]([O:29][CH:30]([CH3:32])[CH3:31])=[O:28])=[O:24])[O:12]2)=[C:4](Cl)[N:3]=1.[N-:50]=[N+]=[N-].[Na+].CCOC(C)=O. (6) The reactants are: [OH:1][C:2]1[CH:10]=[C:9]([O:11][CH2:12][C:13](=[O:28])[C:14]2[CH:23]=[CH:22][C:21]3[C:20]([CH3:25])([CH3:24])[CH2:19][CH2:18][C:17]([CH3:27])([CH3:26])[C:16]=3[CH:15]=2)[CH:8]=[CH:7][C:3]=1[C:4]([OH:6])=[O:5].[CH:29](O)([CH3:31])[CH3:30]. Given the product [OH:1][C:2]1[CH:10]=[C:9]([O:11][CH2:12][C:13](=[O:28])[C:14]2[CH:23]=[CH:22][C:21]3[C:20]([CH3:24])([CH3:25])[CH2:19][CH2:18][C:17]([CH3:27])([CH3:26])[C:16]=3[CH:15]=2)[CH:8]=[CH:7][C:3]=1[C:4]([O:6][CH:29]([CH3:31])[CH3:30])=[O:5], predict the reactants needed to synthesize it. (7) The reactants are: Br[CH2:2][C:3](=O)[CH2:4][C:5]1[CH:10]=[CH:9][C:8]([N+:11]([O-:13])=[O:12])=[CH:7][CH:6]=1.[C:15](=[S:19])([NH2:18])[CH2:16][CH3:17].C(=O)([O-])O.[Na+]. Given the product [CH2:16]([C:15]1[S:19][CH:2]=[C:3]([CH2:4][C:5]2[CH:10]=[CH:9][C:8]([N+:11]([O-:13])=[O:12])=[CH:7][CH:6]=2)[N:18]=1)[CH3:17], predict the reactants needed to synthesize it. (8) Given the product [CH3:1][C:2]([CH3:28])([CH3:27])[CH2:3][CH:4]1[CH2:5][CH:6]([C:8]2[CH:12]=[C:11]([C@@H:13]([CH2:22][CH2:23][C:24]([O:26][CH3:31])=[O:25])[CH2:14][C:15]([O:17][C:18]([CH3:19])([CH3:20])[CH3:21])=[O:16])[O:10][N:9]=2)[CH2:7]1, predict the reactants needed to synthesize it. The reactants are: [CH3:1][C:2]([CH3:28])([CH3:27])[CH2:3][CH:4]1[CH2:7][CH:6]([C:8]2[CH:12]=[C:11]([C@@H:13]([CH2:22][CH2:23][C:24]([O-:26])=[O:25])[CH2:14][C:15]([O:17][C:18]([CH3:21])([CH3:20])[CH3:19])=[O:16])[O:10][N:9]=2)[CH2:5]1.CI.[C:31](=O)([O-])[O-].[K+].[K+].CCCCCC. (9) The reactants are: [NH2:1][CH2:2][CH2:3][O:4][CH2:5][CH2:6][O:7][CH2:8][CH2:9][NH:10][C:11]([C:13]1[CH:14]=[CH:15][C:16]([C:19]([NH:21][CH:22]2[C:34]3[NH:33][C:32]4[C:27](=[CH:28][C:29]([Cl:35])=[CH:30][CH:31]=4)[C:26]=3[CH2:25][CH2:24][CH2:23]2)=[O:20])=[N:17][CH:18]=1)=[O:12].C(N(CC)CC)C.[C:43](Cl)(=[O:50])[C:44]1[CH:49]=[CH:48][CH:47]=[CH:46][CH:45]=1. Given the product [Cl:35][C:29]1[CH:28]=[C:27]2[C:32](=[CH:31][CH:30]=1)[NH:33][C:34]1[CH:22]([NH:21][C:19]([C:16]3[CH:15]=[CH:14][C:13]([C:11]([NH:10][CH2:9][CH2:8][O:7][CH2:6][CH2:5][O:4][CH2:3][CH2:2][NH:1][C:43]([C:44]4[CH:49]=[CH:48][CH:47]=[CH:46][CH:45]=4)=[O:50])=[O:12])=[CH:18][N:17]=3)=[O:20])[CH2:23][CH2:24][CH2:25][C:26]2=1, predict the reactants needed to synthesize it.